Dataset: Forward reaction prediction with 1.9M reactions from USPTO patents (1976-2016). Task: Predict the product of the given reaction. (1) Given the reactants [CH3:1][O:2][CH2:3][O:4][C:5]1[CH:10]=[C:9]([O:11][CH2:12][O:13][CH3:14])[CH:8]=[C:7]([O:15]CC=C(C)C)[C:6]=1[C:21](=[O:23])[CH3:22].CN(C)C1C=CC=CC=1.[C:33]1([CH:39]=C[C:39]([C:33]2[CH:38]=CC=[CH:35][CH:34]=2)=O)[CH:38]=CC=[CH:35][CH:34]=1, predict the reaction product. The product is: [OH:15][C:7]1[C:6]([C:21](=[O:23])[CH3:22])=[C:5]([O:4][CH2:3][O:2][CH3:1])[C:10]([CH2:35][CH:34]=[C:33]([CH3:39])[CH3:38])=[C:9]([O:11][CH2:12][O:13][CH3:14])[CH:8]=1. (2) The product is: [CH3:1][O:2][CH2:3][O:4][C:5]1[CH:14]=[CH:13][C:12]2[O:11][C:10](=[O:15])[CH:9]3[CH2:22][C:21](=[CH2:20])[CH2:27][CH:8]3[C:7]=2[CH:6]=1. Given the reactants [CH3:1][O:2][CH2:3][O:4][C:5]1[CH:6]=[C:7]2[C:12](=[CH:13][CH:14]=1)[O:11][C:10](=[O:15])[CH:9]=[CH:8]2.C(O[CH2:20][C:21](=[CH2:27])[CH2:22][Si](C)(C)C)(=O)C.P(OC(C)C)(OC(C)C)OC(C)C, predict the reaction product. (3) Given the reactants [K].[C:2]1(C[C:2]2[CH:7]=CC=[CH:4][CH:3]=2)[CH:7]=CC=[CH:4][CH:3]=1.C(C1C=CC([C:23]2[CH:28]=[CH:27][CH:26]=[CH:25][C:24]=2[C:29]2[CH:34]=[CH:33][CH:32]=[CH:31][N:30]=2)=CC=1)=C.CO.O1[CH2:41][CH2:40][CH2:39][CH2:38]1, predict the reaction product. The product is: [CH:39]([C:40]1[CH:41]=[CH:4][C:3]([C:27]2[CH:28]=[CH:23][C:24]([C:29]3[CH:34]=[CH:33][CH:32]=[CH:31][N:30]=3)=[CH:25][CH:26]=2)=[CH:2][CH:7]=1)=[CH2:38]. (4) The product is: [CH3:22][C:23]1[CH:24]=[CH:25][C:26]2[N:27]([CH:36]=1)[C:28](=[O:35])[C:29]([C:32]([O:34][CH2:2][CH3:7])=[O:33])=[CH:30][N:31]=2. Given the reactants F[C:2]1C=C(N)C=C[C:7]=1OC1C2C(=CC(OC)=CC=2)N=CC=1.[CH3:22][C:23]1[CH:24]=[CH:25][C:26]2[N:27]([CH:36]=1)[C:28](=[O:35])[C:29]([C:32]([OH:34])=[O:33])=[CH:30][N:31]=2.CN(C(ON1N=NC2C=CC=NC1=2)=[N+](C)C)C.F[P-](F)(F)(F)(F)F, predict the reaction product. (5) Given the reactants [NH2:1][C:2]1[CH:3]=[C:4]([OH:9])[CH:5]=[CH:6][C:7]=1[F:8].C(S[C:15](=[O:29])[CH:16]([CH2:20][C:21]1[CH:26]=[CH:25][C:24]([F:27])=[CH:23][C:22]=1[Cl:28])[C:17](=[O:19])[CH3:18])(C)(C)C, predict the reaction product. The product is: [Cl:28][C:22]1[CH:23]=[C:24]([F:27])[CH:25]=[CH:26][C:21]=1[CH2:20][CH:16]([C:17](=[O:19])[CH3:18])[C:15]([NH:1][C:2]1[CH:3]=[C:4]([OH:9])[CH:5]=[CH:6][C:7]=1[F:8])=[O:29]. (6) Given the reactants [CH3:1][C@H:2]1[CH2:7][C:6](=[O:8])[CH2:5][C@@H:4]([CH3:9])[NH:3]1.C(N(CC)CC)C.[Cl:17][C:18]1[CH:23]=[CH:22][C:21]([S:24](Cl)(=[O:26])=[O:25])=[CH:20][CH:19]=1.O, predict the reaction product. The product is: [Cl:17][C:18]1[CH:23]=[CH:22][C:21]([S:24]([N:3]2[C@H:4]([CH3:9])[CH2:5][C:6](=[O:8])[CH2:7][C@@H:2]2[CH3:1])(=[O:26])=[O:25])=[CH:20][CH:19]=1. (7) Given the reactants CC(C)([O-])C.[K+].[C:7]([CH2:9]P(=O)(OCC)OCC)#[N:8].[CH:18]1([C:23]([C:25]2[O:26][C:27]([C:30]3[C:31]4[CH:38]=[CH:37][N:36](COCC[Si](C)(C)C)[C:32]=4[N:33]=[CH:34][N:35]=3)=[CH:28][N:29]=2)=O)[CH2:22][CH2:21][CH2:20][CH2:19]1, predict the reaction product. The product is: [CH:18]1([C@H:23]([C:25]2[O:26][C:27]([C:30]3[C:31]4[CH:38]=[CH:37][NH:36][C:32]=4[N:33]=[CH:34][N:35]=3)=[CH:28][N:29]=2)[CH2:9][C:7]#[N:8])[CH2:22][CH2:21][CH2:20][CH2:19]1. (8) The product is: [Cl:1][C:2]1[N:3]=[C:4]([NH:15][N:14]([CH3:16])[CH3:13])[C:5]2[S:10][CH:9]=[C:8]([CH3:11])[C:6]=2[N:7]=1. Given the reactants [Cl:1][C:2]1[N:3]=[C:4](Cl)[C:5]2[S:10][CH:9]=[C:8]([CH3:11])[C:6]=2[N:7]=1.[CH3:13][N:14]([CH3:16])[NH2:15], predict the reaction product. (9) The product is: [Cl:8][C:9]1[N:14]=[C:13]([NH:1][C:2]2[CH:7]=[CH:6][CH:5]=[CH:4][CH:3]=2)[C:12]([Cl:16])=[CH:11][N:10]=1. Given the reactants [NH2:1][C:2]1[CH:7]=[CH:6][CH:5]=[CH:4][CH:3]=1.[Cl:8][C:9]1[N:14]=[C:13](Cl)[C:12]([Cl:16])=[CH:11][N:10]=1.C(=O)([O-])[O-].[K+].[K+], predict the reaction product.